This data is from Full USPTO retrosynthesis dataset with 1.9M reactions from patents (1976-2016). The task is: Predict the reactants needed to synthesize the given product. Given the product [CH3:1][O:2][C:3]1[CH:4]=[C:5]2[C:10](=[CH:11][CH:12]=1)[CH:9]=[C:8]([C@H:13]([CH3:24])[C:14]([NH:16][NH:17][C:18](=[O:23])[CH2:19][CH2:20][CH2:21][O:22][N+:25]([O-:27])=[O:26])=[O:15])[CH:7]=[CH:6]2, predict the reactants needed to synthesize it. The reactants are: [CH3:1][O:2][C:3]1[CH:4]=[C:5]2[C:10](=[CH:11][CH:12]=1)[CH:9]=[C:8]([C@H:13]([CH3:24])[C:14]([NH:16][NH:17][C:18](=[O:23])[CH2:19][CH2:20][CH2:21][OH:22])=[O:15])[CH:7]=[CH:6]2.[N+:25]([O-])([OH:27])=[O:26].CC(OC(C)=O)=O.